Task: Predict which catalyst facilitates the given reaction.. Dataset: Catalyst prediction with 721,799 reactions and 888 catalyst types from USPTO (1) Reactant: F[C:2]1[N:10]=[C:9]2[C:5]([N:6]=[CH:7][N:8]2[C:11]2[CH:16]=[CH:15][CH:14]=[CH:13][CH:12]=2)=[C:4](Cl)[N:3]=1.[CH3:18][N:19]1[CH2:24][CH2:23][N:22]([C:25]2[CH:26]=[C:27]([NH2:31])[CH:28]=[CH:29][CH:30]=2)[CH2:21][CH2:20]1.C(N(C(C)C)CC)(C)C.[C@H:41]1([NH2:48])[CH2:46][CH2:45][C@H:44]([NH2:47])[CH2:43][CH2:42]1. Product: [NH2:47][CH:44]1[CH2:45][CH2:46][CH:41]([NH:48][C:2]2[N:10]=[C:9]3[C:5]([N:6]=[CH:7][N:8]3[C:11]3[CH:16]=[CH:15][CH:14]=[CH:13][CH:12]=3)=[C:4]([NH:31][C:27]3[CH:28]=[CH:29][CH:30]=[C:25]([N:22]4[CH2:21][CH2:20][N:19]([CH3:18])[CH2:24][CH2:23]4)[CH:26]=3)[N:3]=2)[CH2:42][CH2:43]1. The catalyst class is: 51. (2) Reactant: [F:1][C:2]([F:13])([C:6]1[CH:11]=[CH:10][C:9]([F:12])=[CH:8][CH:7]=1)[C:3]([OH:5])=O.CN(C(ON1N=NC2C=CC=NC1=2)=[N+](C)C)C.F[P-](F)(F)(F)(F)F.[NH2:38][N:39]1[CH:43]=[C:42]([N+:44]([O-:46])=[O:45])[CH:41]=[C:40]1[C:47]([NH2:49])=[O:48].CCN(C(C)C)C(C)C. Product: [F:13][C:2]([F:1])([C:6]1[CH:11]=[CH:10][C:9]([F:12])=[CH:8][CH:7]=1)[C:3]([NH:38][N:39]1[CH:43]=[C:42]([N+:44]([O-:46])=[O:45])[CH:41]=[C:40]1[C:47]([NH2:49])=[O:48])=[O:5]. The catalyst class is: 3. (3) Reactant: Br.[NH2:2][C:3]1[C:4]([OH:17])=[C:5]([C:9]2[S:13][C:12]([C:14]([OH:16])=[O:15])=[CH:11][CH:10]=2)[CH:6]=[CH:7][CH:8]=1.[N:18]([O-])=O.[Na+].[CH3:22][C:23]1([CH3:39])[C:31]2[C:26](=[CH:27][CH:28]=[C:29]([N:32]3[C:36](=[O:37])[CH2:35][C:34]([CH3:38])=[N:33]3)[CH:30]=2)[CH2:25][CH2:24]1.C(=O)(O)[O-].[Na+]. Product: [CH3:22][C:23]1([CH3:39])[C:31]2[C:26](=[CH:27][CH:28]=[C:29]([N:32]3[C:36](=[O:37])[C:35](=[N:18][NH:2][C:3]4[C:4]([OH:17])=[C:5]([C:9]5[S:13][C:12]([C:14]([OH:16])=[O:15])=[CH:11][CH:10]=5)[CH:6]=[CH:7][CH:8]=4)[C:34]([CH3:38])=[N:33]3)[CH:30]=2)[CH2:25][CH2:24]1. The catalyst class is: 33. (4) Reactant: C(OC([NH:8][C@@H:9]1[CH2:13][CH2:12][N:11]([C:14]2[N:23]=[C:22]3[C:17]([C:18](=[O:33])[C:19]([C:28]([O:30]CC)=[O:29])=[CH:20][N:21]3C(C)(C)C)=[CH:16][C:15]=2[F:34])[CH2:10]1)=O)(C)(C)C.[ClH:35].C(OCC)C. Product: [ClH:35].[NH2:8][C@@H:9]1[CH2:13][CH2:12][N:11]([C:14]2[N:23]=[C:22]3[C:17]([C:18](=[O:33])[C:19]([C:28]([OH:30])=[O:29])=[CH:20][NH:21]3)=[CH:16][C:15]=2[F:34])[CH2:10]1. The catalyst class is: 8.